Dataset: Forward reaction prediction with 1.9M reactions from USPTO patents (1976-2016). Task: Predict the product of the given reaction. (1) Given the reactants [C:1]([N:11]1[CH2:15][CH2:14][CH:13]=[CH:12]1)([O:3][CH2:4][C:5]1[CH:10]=[CH:9][CH:8]=[CH:7][CH:6]=1)=[O:2].C[N+]1([O-])CC[O:20]CC1.OS([O-])=O.[Na+].[OH2:29], predict the reaction product. The product is: [OH:29][CH:13]1[CH:14]([OH:20])[CH2:15][N:11]([C:1]([O:3][CH2:4][C:5]2[CH:10]=[CH:9][CH:8]=[CH:7][CH:6]=2)=[O:2])[CH2:12]1. (2) Given the reactants [Cl:1][C:2]1[CH:3]=[C:4]([S:9][C:10]2[N:14]([CH2:15][C:16]3[CH:21]=[CH:20][N:19]=[CH:18][CH:17]=3)[C:13]([CH3:22])=[C:12](C(O)=O)[C:11]=2[CH:26]([CH3:28])[CH3:27])[CH:5]=[C:6]([Cl:8])[CH:7]=1.CCN=C=NCCCN(C)C.C1C=CC2N(O)N=NC=2C=1.Cl.COC1C=C(OC)C=C(OC)C=1CN.C(N1CCOCC1)C, predict the reaction product. The product is: [Cl:1][C:2]1[CH:3]=[C:4]([S:9][C:10]2[N:14]([CH2:15][C:16]3[CH:21]=[CH:20][N:19]=[CH:18][CH:17]=3)[C:13]([CH3:22])=[CH:12][C:11]=2[CH:26]([CH3:28])[CH3:27])[CH:5]=[C:6]([Cl:8])[CH:7]=1. (3) Given the reactants C[O:2][C:3](=[O:26])[C:4]1[CH:9]=[CH:8][C:7]([CH2:10][S:11][C:12]2[N:17]=[C:16]([C:18]3[CH:23]=[CH:22][C:21]([O:24][CH3:25])=[CH:20][CH:19]=3)[CH:15]=[CH:14][N:13]=2)=[CH:6][CH:5]=1.O[Li].O.Cl, predict the reaction product. The product is: [CH3:25][O:24][C:21]1[CH:20]=[CH:19][C:18]([C:16]2[CH:15]=[CH:14][N:13]=[C:12]([S:11][CH2:10][C:7]3[CH:8]=[CH:9][C:4]([C:3]([OH:26])=[O:2])=[CH:5][CH:6]=3)[N:17]=2)=[CH:23][CH:22]=1. (4) Given the reactants C(O[CH2:21][CH2:22][CH:23]([CH3:35])[CH2:24][CH2:25][CH2:26][CH:27]([CH3:34])[CH2:28][CH2:29][CH2:30][CH:31]([CH3:33])[CH3:32])(=O)CCCCCCCCCCCCCCCCC.C(O)(=O)CCCCCCCCCCCCCCCCC, predict the reaction product. The product is: [CH3:35][CH:23]([CH2:24][CH2:25][CH2:26][CH:27]([CH3:34])[CH2:28][CH2:29][CH2:30][CH:31]([CH3:33])[CH3:32])[CH:22]=[CH2:21]. (5) Given the reactants S(Cl)(Cl)=O.[CH2:5]([C:7]1[N:8]=[C:9]([N:21]2[CH2:26][CH2:25][CH2:24][CH2:23][CH2:22]2)[NH:10][C:11](=[O:20])[C:12]=1[CH:13]([CH2:17][CH2:18][CH3:19])[C:14]([OH:16])=[O:15])[CH3:6].[CH3:27]O, predict the reaction product. The product is: [CH2:5]([C:7]1[N:8]=[C:9]([N:21]2[CH2:22][CH2:23][CH2:24][CH2:25][CH2:26]2)[NH:10][C:11](=[O:20])[C:12]=1[CH:13]([CH2:17][CH2:18][CH3:19])[C:14]([O:16][CH3:27])=[O:15])[CH3:6]. (6) The product is: [CH3:16][C:15]([O:14][C:12]([N:4]1[CH:5]=[C:6]([C:7]([OH:9])=[O:8])[C:2]([CH3:1])=[N:3]1)=[O:13])([CH3:18])[CH3:17]. Given the reactants [CH3:1][C:2]1[C:6]([C:7]([OH:9])=[O:8])=[CH:5][NH:4][N:3]=1.[H-].[Na+].[C:12](O[C:12]([O:14][C:15]([CH3:18])([CH3:17])[CH3:16])=[O:13])([O:14][C:15]([CH3:18])([CH3:17])[CH3:16])=[O:13], predict the reaction product. (7) Given the reactants [F:1][C:2]1[CH:7]=[C:6]([I:8])[CH:5]=[CH:4][C:3]=1[NH:9][C:10]1[CH:18]=[N:17][CH:16]=[CH:15][C:11]=1[C:12]([OH:14])=O.[O:19]([CH2:26][CH2:27][NH2:28])[C:20]1[CH:25]=[CH:24][CH:23]=[CH:22][CH:21]=1, predict the reaction product. The product is: [F:1][C:2]1[CH:7]=[C:6]([I:8])[CH:5]=[CH:4][C:3]=1[NH:9][C:10]1[CH:18]=[N:17][CH:16]=[CH:15][C:11]=1[C:12]([NH:28][CH2:27][CH2:26][O:19][C:20]1[CH:25]=[CH:24][CH:23]=[CH:22][CH:21]=1)=[O:14]. (8) Given the reactants [C:1]([NH:4][C:5]1[N:9]([C:10]2[CH:15]=[CH:14][CH:13]=[C:12]([F:16])[CH:11]=2)[N:8]=[CH:7][C:6]=1[C:17]([O:19][CH2:20][CH3:21])=[O:18])(=[O:3])[CH3:2].[H-].[Na+].[CH3:24]I.[Cl-].[NH4+], predict the reaction product. The product is: [F:16][C:12]1[CH:11]=[C:10]([N:9]2[C:5]([N:4]([CH3:24])[C:1](=[O:3])[CH3:2])=[C:6]([C:17]([O:19][CH2:20][CH3:21])=[O:18])[CH:7]=[N:8]2)[CH:15]=[CH:14][CH:13]=1.